Dataset: Forward reaction prediction with 1.9M reactions from USPTO patents (1976-2016). Task: Predict the product of the given reaction. (1) Given the reactants [CH2:1]([NH:8][S:9]([C:12]1[CH:17]=[CH:16][C:15]([C:18]([F:21])([F:20])[F:19])=[CH:14][CH:13]=1)(=[O:11])=[O:10])[C:2]1[CH:7]=[CH:6][CH:5]=[CH:4][CH:3]=1.[C:22](O[C:22]([O:24][C:25]([CH3:28])([CH3:27])[CH3:26])=[O:23])([O:24][C:25]([CH3:28])([CH3:27])[CH3:26])=[O:23], predict the reaction product. The product is: [CH2:1]([N:8]([S:9]([C:12]1[CH:17]=[CH:16][C:15]([C:18]([F:21])([F:19])[F:20])=[CH:14][CH:13]=1)(=[O:10])=[O:11])[C:22](=[O:23])[O:24][C:25]([CH3:28])([CH3:27])[CH3:26])[C:2]1[CH:3]=[CH:4][CH:5]=[CH:6][CH:7]=1. (2) Given the reactants [Cl:1][C:2]1[CH:10]=[CH:9][C:8]([CH:11]2[CH2:15][CH2:14][CH:13]=[CH:12]2)=[CH:7][C:3]=1[C:4]([NH2:6])=[O:5], predict the reaction product. The product is: [Cl:1][C:2]1[CH:10]=[CH:9][C:8]([CH:11]2[CH2:12][CH2:13][CH2:14][CH2:15]2)=[CH:7][C:3]=1[C:4]([NH2:6])=[O:5].